This data is from Reaction yield outcomes from USPTO patents with 853,638 reactions. The task is: Predict the reaction yield, written as a fraction of the theoretical maximum amount of product (1.0 means a 100% yield; for example, 0.34 means a 34% yield). (1) The reactants are Cl[C:2]1[C:7]([C:8]([O:10][CH2:11][CH3:12])=[O:9])=[CH:6][N:5]=[C:4]([Cl:13])[CH:3]=1.[CH2:14]([NH2:16])[CH3:15].O. The catalyst is CC#N. The product is [Cl:13][C:4]1[CH:3]=[C:2]([NH:16][CH2:14][CH3:15])[C:7]([C:8]([O:10][CH2:11][CH3:12])=[O:9])=[CH:6][N:5]=1. The yield is 0.910. (2) The reactants are N12CCCN=C1CCCCC2.[N+](C1C=C([N+]([O-])=O)C=CC=1[O-])([O-])=O.[NH2:25][N+:26]1[CH:31]=[CH:30][CH:29]=[C:28]([C:32]([O:34][CH2:35][CH3:36])=[O:33])[C:27]=1[NH2:37].[F:38][C:39]([F:49])([F:48])[C:40]1[CH:41]=[C:42]([CH:45]=[CH:46][CH:47]=1)[CH:43]=O. The catalyst is CCO. The product is [F:38][C:39]([F:48])([F:49])[C:40]1[CH:41]=[C:42]([C:43]2[N:37]=[C:27]3[C:28]([C:32]([O:34][CH2:35][CH3:36])=[O:33])=[CH:29][CH:30]=[CH:31][N:26]3[N:25]=2)[CH:45]=[CH:46][CH:47]=1. The yield is 0.500. (3) The reactants are [CH3:1][N:2]1[C:6]([CH2:7][O:8][C:9]2[CH:17]=[CH:16][C:12]([C:13]([OH:15])=O)=[CH:11][N:10]=2)=[C:5]([C:18]2[CH:23]=[CH:22][CH:21]=[CH:20][N:19]=2)[N:4]=[N:3]1.[CH:24]([NH2:27])([CH3:26])[CH3:25]. No catalyst specified. The product is [CH:24]([NH:27][C:13](=[O:15])[C:12]1[CH:16]=[CH:17][C:9]([O:8][CH2:7][C:6]2[N:2]([CH3:1])[N:3]=[N:4][C:5]=2[C:18]2[CH:23]=[CH:22][CH:21]=[CH:20][N:19]=2)=[N:10][CH:11]=1)([CH3:26])[CH3:25]. The yield is 0.710. (4) The reactants are [CH2:1]([C@@H:8]1[CH2:12][O:11][C:10](=[O:13])[NH:9]1)[C:2]1[CH:7]=[CH:6][CH:5]=[CH:4][CH:3]=1.C([O-])([O-])=O.[K+].[K+].CN[C@@H:22]1[CH2:27][CH2:26][CH2:25][CH2:24][C@H:23]1NC.IC1C=CC=CC=1. The catalyst is [Cu]I.C1(C)C=CC=CC=1. The product is [CH2:1]([C@@H:8]1[CH2:12][O:11][C:10](=[O:13])[N:9]1[C:22]1[CH:27]=[CH:26][CH:25]=[CH:24][CH:23]=1)[C:2]1[CH:3]=[CH:4][CH:5]=[CH:6][CH:7]=1. The yield is 0.990. (5) The reactants are Cl[C:2]1[N:7]=[CH:6][C:5]2[CH:8]=[N:9][N:10]([C:11]([C:24]3[CH:29]=[CH:28][CH:27]=[CH:26][CH:25]=3)([C:18]3[CH:23]=[CH:22][CH:21]=[CH:20][CH:19]=3)[C:12]3[CH:17]=[CH:16][CH:15]=[CH:14][CH:13]=3)[C:4]=2[CH:3]=1.C1(P(C2CCCCC2)C2C=CC=CC=2C2C=CC=CC=2)CCCCC1.C[Si]([N-:59][Si](C)(C)C)(C)C.[Li+]. The catalyst is C1C=CC(/C=C/C(/C=C/C2C=CC=CC=2)=O)=CC=1.C1C=CC(/C=C/C(/C=C/C2C=CC=CC=2)=O)=CC=1.C1C=CC(/C=C/C(/C=C/C2C=CC=CC=2)=O)=CC=1.[Pd].[Pd].C1(P(C2CCCCC2)C2C=CC=CC=2C2C=CC=CC=2)CCCCC1.C1COCC1. The product is [C:11]([N:10]1[C:4]2[CH:3]=[C:2]([NH2:59])[N:7]=[CH:6][C:5]=2[CH:8]=[N:9]1)([C:12]1[CH:17]=[CH:16][CH:15]=[CH:14][CH:13]=1)([C:18]1[CH:23]=[CH:22][CH:21]=[CH:20][CH:19]=1)[C:24]1[CH:25]=[CH:26][CH:27]=[CH:28][CH:29]=1. The yield is 0.840. (6) The reactants are [CH3:1][O:2][C:3]([C:5]1[N:6]=[C:7]2[NH:18][CH:17]=[CH:16][N:8]2[C:9](=[O:15])[C:10]=1[O:11][C:12](=[O:14])[CH3:13])=[O:4].C1OCCOCCOCCOCCOCCOC1.C(=O)([O-])[O-].[K+].[K+].Cl.Cl[CH2:45][CH2:46][N:47]1[CH2:52][CH2:51][O:50][CH2:49][CH2:48]1. The catalyst is C(#N)C. The product is [CH3:1][O:2][C:3]([C:5]1[N:6]=[C:7]2[N:18]([CH2:45][CH2:46][N:47]3[CH2:52][CH2:51][O:50][CH2:49][CH2:48]3)[CH:17]=[CH:16][N:8]2[C:9](=[O:15])[C:10]=1[O:11][C:12](=[O:14])[CH3:13])=[O:4]. The yield is 0.340. (7) The reactants are [Cl:1][C:2]1[CH:7]=[C:6]([CH:8]2[CH2:10][CH2:9]2)[CH:5]=[C:4]([CH3:11])[C:3]=1[N:12]=[C:13]=[S:14].Cl.[NH2:16][NH:17][C:18](N)=[NH:19].C(N(C(C)C)CC)(C)C. The catalyst is CN(C)C=O. The product is [NH2:19][C:18]1[N:12]([C:3]2[C:4]([CH3:11])=[CH:5][C:6]([CH:8]3[CH2:9][CH2:10]3)=[CH:7][C:2]=2[Cl:1])[C:13]([SH:14])=[N:16][N:17]=1. The yield is 0.660.